Predict the reaction yield, written as a fraction of the theoretical maximum amount of product (1.0 means a 100% yield; for example, 0.34 means a 34% yield). From a dataset of Reaction yield outcomes from USPTO patents with 853,638 reactions. (1) The yield is 0.0800. The product is [CH3:2][C:3]1([CH2:13][NH:14][C:21]2[CH:22]=[N:23][CH:24]=[CH:16][C:17]=2[C:18]([OH:20])=[O:19])[C:12]2[C:7](=[CH:8][CH:9]=[CH:10][CH:11]=2)[CH2:6][CH2:5][CH2:4]1. The reactants are Cl.[CH3:2][C:3]1([CH2:13][NH2:14])[C:12]2[C:7](=[CH:8][CH:9]=[CH:10][CH:11]=2)[CH2:6][CH2:5][CH2:4]1.F[C:16]1[CH:24]=[N:23][CH:22]=[CH:21][C:17]=1[C:18]([OH:20])=[O:19]. No catalyst specified. (2) The reactants are [Cl:1][C:2]1[CH:7]=[C:6](Cl)[N:5]2[N:9]=[C:10]([C:12]3[CH:17]=[CH:16][CH:15]=[CH:14][CH:13]=3)[CH:11]=[C:4]2[N:3]=1.Cl.[OH:19][CH:20]1[CH2:23][NH:22][CH2:21]1.C(=O)([O-])[O-].[K+].[K+]. The catalyst is O1CCOCC1. The product is [Cl:1][C:2]1[CH:7]=[C:6]([N:22]2[CH2:23][CH:20]([OH:19])[CH2:21]2)[N:5]2[N:9]=[C:10]([C:12]3[CH:17]=[CH:16][CH:15]=[CH:14][CH:13]=3)[CH:11]=[C:4]2[N:3]=1. The yield is 0.580. (3) The reactants are Br[C:2]1[CH:3]=[C:4]([CH:7]=[CH:8][C:9]=1[CH:10]([F:12])[F:11])[C:5]#[N:6].C(N(CC)CC)C.C1(P(C2C=CC=CC=2)CCCP(C2C=CC=CC=2)C2C=CC=CC=2)C=CC=CC=1.[C]=[O:50].C[CH2:52][O:53][CH2:54]C. The catalyst is C([O-])(=O)C.[Pd+2].C([O-])(=O)C.CN(C=O)C.CO. The product is [C:5]([C:4]1[CH:7]=[CH:8][C:9]([CH:10]([F:12])[F:11])=[C:2]([CH:3]=1)[C:52]([O:53][CH3:54])=[O:50])#[N:6]. The yield is 0.770. (4) The reactants are Cl[C:2]1[CH:7]=[C:6]([Cl:8])[N:5]=[C:4]([CH3:9])[N:3]=1.[C:10]([O:14][C:15]([N:17]1[CH2:22][CH2:21][NH:20][CH2:19][CH2:18]1)=[O:16])([CH3:13])([CH3:12])[CH3:11]. No catalyst specified. The product is [C:10]([O:14][C:15]([N:17]1[CH2:22][CH2:21][N:20]([C:2]2[CH:7]=[C:6]([Cl:8])[N:5]=[C:4]([CH3:9])[N:3]=2)[CH2:19][CH2:18]1)=[O:16])([CH3:13])([CH3:11])[CH3:12]. The yield is 0.300. (5) The reactants are [Cl:1][C:2]1[CH:9]=[CH:8][C:5]([C:6]#[N:7])=[C:4]([O:10][C:11]2[C:20]3[C:15](=[CH:16][CH:17]=[CH:18][CH:19]=3)[C:14]([CH:21]=O)=[CH:13][CH:12]=2)[CH:3]=1.CN.[C:25]([BH3-])#[N:26].[Na+].[C:29]([OH:36])(=[O:35])/[CH:30]=[CH:31]/[C:32]([OH:34])=[O:33]. The catalyst is C(O)(=O)C.CO. The product is [C:29]([OH:36])(=[O:35])/[CH:30]=[CH:31]/[C:32]([OH:34])=[O:33].[Cl:1][C:2]1[CH:9]=[CH:8][C:5]([C:6]#[N:7])=[C:4]([O:10][C:11]2[C:20]3[C:15](=[CH:16][CH:17]=[CH:18][CH:19]=3)[C:14]([CH2:21][NH:26][CH3:25])=[CH:13][CH:12]=2)[CH:3]=1. The yield is 0.680.